This data is from Full USPTO retrosynthesis dataset with 1.9M reactions from patents (1976-2016). The task is: Predict the reactants needed to synthesize the given product. Given the product [Cl:40][C:41]1[CH:46]=[CH:45][C:44]([CH:47]([O:54][CH3:55])[CH:6]2[CH2:7][CH2:8][N:9]([S:12]([C:15]3[C:16]([CH3:22])=[N:17][N:18]([CH3:21])[C:19]=3[CH3:20])(=[O:13])=[O:14])[CH2:10][CH2:11]2)=[CH:43][CH:42]=1, predict the reactants needed to synthesize it. The reactants are: ClC1C=C(C=CC=1Cl)O[CH:6]1[CH2:11][CH2:10][N:9]([S:12]([C:15]2[C:16]([CH3:22])=[N:17][N:18]([CH3:21])[C:19]=2[CH3:20])(=[O:14])=[O:13])[CH2:8][CH2:7]1.CN1C(C)=C(S(Cl)(=O)=O)C(C)=N1.Cl.[Cl:40][C:41]1[CH:46]=[CH:45][C:44]([CH:47]([O:54][CH3:55])C2CCNCC2)=[CH:43][CH:42]=1.